This data is from NCI-60 drug combinations with 297,098 pairs across 59 cell lines. The task is: Regression. Given two drug SMILES strings and cell line genomic features, predict the synergy score measuring deviation from expected non-interaction effect. (1) Drug 1: C1CCC(C1)C(CC#N)N2C=C(C=N2)C3=C4C=CNC4=NC=N3. Drug 2: CC1C(C(CC(O1)OC2CC(CC3=C2C(=C4C(=C3O)C(=O)C5=CC=CC=C5C4=O)O)(C(=O)C)O)N)O. Cell line: HCC-2998. Synergy scores: CSS=65.1, Synergy_ZIP=5.15, Synergy_Bliss=7.46, Synergy_Loewe=-47.7, Synergy_HSA=4.19. (2) Drug 1: C1C(C(OC1N2C=NC3=C(N=C(N=C32)Cl)N)CO)O. Drug 2: CC1=C(C=C(C=C1)NC(=O)C2=CC=C(C=C2)CN3CCN(CC3)C)NC4=NC=CC(=N4)C5=CN=CC=C5. Cell line: OVCAR-5. Synergy scores: CSS=35.3, Synergy_ZIP=-3.70, Synergy_Bliss=0.566, Synergy_Loewe=-15.1, Synergy_HSA=1.91. (3) Drug 1: CC1=C(C=C(C=C1)NC2=NC=CC(=N2)N(C)C3=CC4=NN(C(=C4C=C3)C)C)S(=O)(=O)N.Cl. Drug 2: COC1=C2C(=CC3=C1OC=C3)C=CC(=O)O2. Cell line: 786-0. Synergy scores: CSS=6.50, Synergy_ZIP=0.411, Synergy_Bliss=5.43, Synergy_Loewe=3.09, Synergy_HSA=3.84.